Dataset: Forward reaction prediction with 1.9M reactions from USPTO patents (1976-2016). Task: Predict the product of the given reaction. (1) Given the reactants [NH2:1][C@H:2]1[CH2:7][CH2:6][C@H:5]([CH2:8][NH:9][C:10](=[O:25])[C:11]2[CH:16]=[C:15]([C:17]([F:20])([F:19])[F:18])[CH:14]=[C:13]([C:21]([F:24])([F:23])[F:22])[CH:12]=2)[CH2:4][CH2:3]1.[OH:26][C:27]1[CH:34]=[CH:33][CH:32]=[CH:31][C:28]=1[CH:29]=O.CC(O)=O.[BH-](OC(C)=O)(OC(C)=O)OC(C)=O.[Na+], predict the reaction product. The product is: [OH:26][C:27]1[CH:34]=[CH:33][CH:32]=[CH:31][C:28]=1[CH2:29][NH:1][C@H:2]1[CH2:3][CH2:4][C@H:5]([CH2:8][NH:9][C:10](=[O:25])[C:11]2[CH:16]=[C:15]([C:17]([F:19])([F:20])[F:18])[CH:14]=[C:13]([C:21]([F:22])([F:23])[F:24])[CH:12]=2)[CH2:6][CH2:7]1. (2) Given the reactants [Br:1][C:2]1[N:10]2[C:5]([CH:6]=[N:7][C:8](O)=[N:9]2)=[CH:4][CH:3]=1.C(N(CC)C(C)C)(C)C.C1C=CC(N(S(C(F)(F)F)(=O)=O)S(C(F)(F)F)(=O)=O)=CC=1.[O-]S(C(F)(F)F)(=O)=O.[O:50]=[S:51]1(=[O:65])[CH2:56][CH2:55][N:54]([CH2:57][C:58]2[CH:63]=[CH:62][C:61]([NH2:64])=[CH:60][CH:59]=2)[CH2:53][CH2:52]1, predict the reaction product. The product is: [Br:1][C:2]1[N:10]2[C:5]([CH:6]=[N:7][C:8]([NH:64][C:61]3[CH:62]=[CH:63][C:58]([CH2:57][N:54]4[CH2:55][CH2:56][S:51](=[O:65])(=[O:50])[CH2:52][CH2:53]4)=[CH:59][CH:60]=3)=[N:9]2)=[CH:4][CH:3]=1.